Dataset: Catalyst prediction with 721,799 reactions and 888 catalyst types from USPTO. Task: Predict which catalyst facilitates the given reaction. (1) Reactant: [N+:1]([C:4]1[CH:9]=[CH:8][C:7]([CH:10]2[CH2:15][CH2:14][NH:13][CH2:12][CH2:11]2)=[CH:6][CH:5]=1)([O-:3])=[O:2].C(=O)([O-])[O-].[K+].[K+].Br[CH2:23][CH2:24][OH:25]. Product: [N+:1]([C:4]1[CH:9]=[CH:8][C:7]([CH:10]2[CH2:11][CH2:12][N:13]([CH2:23][CH2:24][OH:25])[CH2:14][CH2:15]2)=[CH:6][CH:5]=1)([O-:3])=[O:2]. The catalyst class is: 10. (2) Reactant: [C:1]([O:6][CH3:7])(=[O:5])[C:2]([CH3:4])=[CH2:3].[C:8]([O:13][CH2:14][CH2:15][CH2:16][CH2:17][CH2:18][CH2:19][CH2:20][CH2:21][CH2:22][CH2:23][CH2:24][CH3:25])(=[O:12])[C:9]([CH3:11])=[CH2:10].C(OS(C1C=CC=CC=1)(=O)=O)CCCCCCCCCCC.[Na]. Product: [C:1]([O:6][CH3:7])(=[O:5])[C:2]([CH3:4])=[CH2:3].[C:8]([O:13][CH2:14][CH2:15][CH2:16][CH2:17][CH2:18][CH2:19][CH2:20][CH2:21][CH2:22][CH2:23][CH2:24][CH3:25])(=[O:12])[C:9]([CH3:11])=[CH2:10]. The catalyst class is: 6. (3) Reactant: [Cl:1][C:2]1[CH:7]=[CH:6][C:5](B(O)O)=[CH:4][C:3]=1[C:11]([NH:13][CH2:14][C:15]12[CH2:24][CH:19]3[CH2:20][CH:21]([CH2:23][CH:17]([CH2:18]3)[CH2:16]1)[CH2:22]2)=[O:12].Cl[C:26]1[N:31]=[C:30]([C:32]([O:34]C)=[O:33])[C:29]([CH3:36])=[CH:28][CH:27]=1.C(=O)([O-])[O-].[K+].[K+].[OH-].[Na+]. Product: [Cl:1][C:2]1[CH:7]=[CH:6][C:5]([C:26]2[N:31]=[C:30]([C:32]([OH:34])=[O:33])[C:29]([CH3:36])=[CH:28][CH:27]=2)=[CH:4][C:3]=1[C:11]([NH:13][CH2:14][C:15]12[CH2:24][CH:19]3[CH2:20][CH:21]([CH2:23][CH:17]([CH2:18]3)[CH2:16]1)[CH2:22]2)=[O:12]. The catalyst class is: 30. (4) Reactant: Cl[CH2:2][C:3]1[C:12]2[C:7](=[CH:8][CH:9]=[CH:10][CH:11]=2)[C:6](=[O:13])[NH:5][N:4]=1.CC[N:16](C(C)C)[CH:17]([CH3:19])C.CC([N:26](C)C)=O. Product: [NH2:16][CH2:17][CH2:19][NH:26][CH2:2][C:3]1[C:12]2[C:7](=[CH:8][CH:9]=[CH:10][CH:11]=2)[C:6](=[O:13])[NH:5][N:4]=1. The catalyst class is: 16. (5) Product: [CH3:20][S:21]([C:24]1[CH:29]=[CH:28][C:27]([C:2]2[C:3]3[N:4]([N:8]=[C:9]([NH:11][C:12]4[CH:17]=[CH:16][CH:15]=[C:14]([O:18][CH3:19])[CH:13]=4)[N:10]=3)[CH:5]=[CH:6][CH:7]=2)=[CH:26][CH:25]=1)(=[O:23])=[O:22]. The catalyst class is: 140. Reactant: Br[C:2]1[C:3]2[N:4]([N:8]=[C:9]([NH:11][C:12]3[CH:17]=[CH:16][CH:15]=[C:14]([O:18][CH3:19])[CH:13]=3)[N:10]=2)[CH:5]=[CH:6][CH:7]=1.[CH3:20][S:21]([C:24]1[CH:29]=[CH:28][C:27](B(O)O)=[CH:26][CH:25]=1)(=[O:23])=[O:22]. (6) Reactant: [N:1]1([C:7]([O:9][C:10]([CH3:13])([CH3:12])[CH3:11])=[O:8])[CH2:6][CH2:5][NH:4][CH2:3][CH2:2]1.[C:14]1(=O)[CH2:17][CH2:16][CH2:15]1.C(O[BH-](OC(=O)C)OC(=O)C)(=O)C.[Na+]. Product: [CH:14]1([N:4]2[CH2:5][CH2:6][N:1]([C:7]([O:9][C:10]([CH3:13])([CH3:12])[CH3:11])=[O:8])[CH2:2][CH2:3]2)[CH2:17][CH2:16][CH2:15]1. The catalyst class is: 26. (7) Reactant: [OH:1][N:2]1[C:6](=[O:7])[C@@H:5]([O:8][C:9](=[O:16])[C:10]2[CH:15]=[CH:14][CH:13]=[CH:12][CH:11]=2)[C@H:4]([O:17][C:18](=[O:25])[C:19]2[CH:24]=[CH:23][CH:22]=[CH:21][CH:20]=2)[C:3]1=[O:26].C(=O)(SC)O[O:29][CH:30]([O:34][C:35](=[O:39])[CH:36]([CH3:38])[CH3:37])[CH:31]([CH3:33])[CH3:32].[C:43](OO)(=[O:45])C. Product: [CH3:38][CH:36]([CH3:37])[C:35]([O:34][C@H:30]([O:29][C:43]([O:1][N:2]1[C:6](=[O:7])[C@@H:5]([O:8][C:9](=[O:16])[C:10]2[CH:11]=[CH:12][CH:13]=[CH:14][CH:15]=2)[C@H:4]([O:17][C:18](=[O:25])[C:19]2[CH:24]=[CH:23][CH:22]=[CH:21][CH:20]=2)[C:3]1=[O:26])=[O:45])[CH:31]([CH3:32])[CH3:33])=[O:39]. The catalyst class is: 411.